This data is from Full USPTO retrosynthesis dataset with 1.9M reactions from patents (1976-2016). The task is: Predict the reactants needed to synthesize the given product. (1) The reactants are: [OH:1][C:2]1[CH:10]=[CH:9][C:5]([C:6]([OH:8])=O)=[CH:4][C:3]=1[N+:11]([O-:13])=[O:12].CCN(C(C)C)C(C)C.CN(C(ON1N=NC2C=CC=NC1=2)=[N+](C)C)C.F[P-](F)(F)(F)(F)F.Cl.[F:48][C:49]1[C:50]([C@H:55]([C:57]2[CH:62]=[CH:61][C:60]([C:63]([F:66])([F:65])[F:64])=[CH:59][CH:58]=2)[NH2:56])=[N:51][CH:52]=[CH:53][CH:54]=1.Cl.FC(F)(F)C1C=CC([C@@H](C2C(C(F)(F)F)=CC=CN=2)N)=CC=1. Given the product [F:48][C:49]1[C:50]([C@H:55]([C:57]2[CH:62]=[CH:61][C:60]([C:63]([F:65])([F:66])[F:64])=[CH:59][CH:58]=2)[NH:56][C:6](=[O:8])[C:5]2[CH:9]=[CH:10][C:2]([OH:1])=[C:3]([N+:11]([O-:13])=[O:12])[CH:4]=2)=[N:51][CH:52]=[CH:53][CH:54]=1, predict the reactants needed to synthesize it. (2) Given the product [C:14]1([NH:13][S:1]([NH:4][C:5](=[O:6])[O:12][C:9]([CH3:11])([CH3:10])[CH3:8])(=[O:3])=[O:2])[CH:19]=[CH:18][CH:17]=[CH:16][CH:15]=1, predict the reactants needed to synthesize it. The reactants are: [S:1](Cl)([N:4]=[C:5]=[O:6])(=[O:3])=[O:2].[CH3:8][C:9]([OH:12])([CH3:11])[CH3:10].[NH2:13][C:14]1[CH:19]=[CH:18][CH:17]=[CH:16][CH:15]=1.C(N(CC)CC)C. (3) Given the product [OH:12][CH:11]([C:1]1[C:10]2[C:5](=[CH:6][CH:7]=[CH:8][CH:9]=2)[CH:4]=[CH:3][CH:2]=1)[CH:13]([CH2:25][C:24]1[CH:23]=[CH:22][C:21]([C:20]([F:19])([F:29])[F:30])=[CH:28][CH:27]=1)[C:14]([OH:16])=[O:15], predict the reactants needed to synthesize it. The reactants are: [C:1]1([C:11]([CH2:13][C:14]([O:16]CC)=[O:15])=[O:12])[C:10]2[C:5](=[CH:6][CH:7]=[CH:8][CH:9]=2)[CH:4]=[CH:3][CH:2]=1.[F:19][C:20]([F:30])([F:29])[C:21]1[CH:28]=[CH:27][C:24]([CH2:25]Br)=[CH:23][CH:22]=1.[BH4-].[Na+].Cl.[OH-].[Na+]. (4) Given the product [CH2:14]([C:11]1[N:12]([CH3:13])[C:8]([C:6](=[O:7])[C:5]2[CH:21]=[CH:22][C:23]([O:24][CH3:25])=[C:3]([O:2][CH3:1])[CH:4]=2)=[C:9]([CH3:20])[CH:10]=1)[CH3:15].[CH2:11]([CH2:14][C:15]([O-:17])=[O:16])[CH2:10][CH3:9], predict the reactants needed to synthesize it. The reactants are: [CH3:1][O:2][C:3]1[CH:4]=[C:5]([CH:21]=[CH:22][C:23]=1[O:24][CH3:25])[C:6]([C:8]1[N:12]([CH3:13])[C:11]([CH2:14][C:15]([O:17]CC)=[O:16])=[CH:10][C:9]=1[CH3:20])=[O:7].C(I)CC. (5) Given the product [CH2:18]([O:17][C:15]([C:3]1[CH:4]=[N:5][C:6]2[C:11]([C:2]=1[NH2:20])=[CH:10][C:9]([O:12][CH2:13][CH3:14])=[CH:8][CH:7]=2)=[O:16])[CH3:19], predict the reactants needed to synthesize it. The reactants are: Cl[C:2]1[C:11]2[C:6](=[CH:7][CH:8]=[C:9]([O:12][CH2:13][CH3:14])[CH:10]=2)[N:5]=[CH:4][C:3]=1[C:15]([O:17][CH2:18][CH3:19])=[O:16].[NH3:20]. (6) Given the product [CH3:1][O:2][C:3]1[CH:4]=[CH:5][CH:6]=[CH:7][C:8]=1[O:9][CH2:10][CH2:11][NH:12][CH2:13][CH:14]([OH:30])[CH2:15][O:16][C:17]1[CH:18]=[CH:19][CH:20]=[C:21]2[NH:29][C:28]3[CH:27]=[CH:26][CH:25]=[CH:24][C:23]=3[C:22]=12.[BrH:44], predict the reactants needed to synthesize it. The reactants are: [CH3:1][O:2][C:3]1[CH:4]=[CH:5][CH:6]=[CH:7][C:8]=1[O:9][CH2:10][CH2:11][NH:12][CH2:13][CH:14]([OH:30])[CH2:15][O:16][C:17]1[CH:18]=[CH:19][CH:20]=[C:21]2[NH:29][C:28]3[CH:27]=[CH:26][CH:25]=[CH:24][C:23]=3[C:22]=12.ClCCl.C(OC(C)C)(=O)C.C(#N)C.[BrH:44].